From a dataset of Human liver microsome stability data. Regression/Classification. Given a drug SMILES string, predict its absorption, distribution, metabolism, or excretion properties. Task type varies by dataset: regression for continuous measurements (e.g., permeability, clearance, half-life) or binary classification for categorical outcomes (e.g., BBB penetration, CYP inhibition). Dataset: hlm. The molecule is COc1ccc2[nH]c(SCc3cccc(-c4ccccc4)c3)nc2c1. The result is 1 (stable in human liver microsomes).